From a dataset of Catalyst prediction with 721,799 reactions and 888 catalyst types from USPTO. Predict which catalyst facilitates the given reaction. (1) Reactant: [CH2:1]([NH:3][C:4]1[N:14]=[C:13]([C:15]([F:18])([F:17])[F:16])[CH:12]=[CH:11][C:5]=1[C:6]([O:8]CC)=[O:7])[CH3:2].[OH-].[Na+]. Product: [CH2:1]([NH:3][C:4]1[N:14]=[C:13]([C:15]([F:18])([F:16])[F:17])[CH:12]=[CH:11][C:5]=1[C:6]([OH:8])=[O:7])[CH3:2]. The catalyst class is: 7. (2) Reactant: C[O:2][C:3](=O)[C:4]1[CH:9]=[CH:8][C:7]([Br:10])=[CH:6][C:5]=1C.O.[NH2:14][NH2:15]. Product: [Br:10][C:7]1[CH:8]=[CH:9][C:4]([C:3]([NH:14][NH2:15])=[O:2])=[CH:5][CH:6]=1. The catalyst class is: 5. (3) Reactant: [CH3:1][O:2][C:3]1[CH:4]=[C:5]([O:15][C:16]2[CH:17]=[N:18][C:19]([CH2:22][O:23][CH3:24])=[CH:20][CH:21]=2)[CH:6]=[C:7]2[C:11]=1[NH:10][C:9]([C:12]([NH2:14])=O)=[CH:8]2.COC1C=CC(P2(SP(C3C=CC(OC)=CC=3)(=S)S2)=[S:34])=CC=1. Product: [CH3:1][O:2][C:3]1[CH:4]=[C:5]([O:15][C:16]2[CH:17]=[N:18][C:19]([CH2:22][O:23][CH3:24])=[CH:20][CH:21]=2)[CH:6]=[C:7]2[C:11]=1[NH:10][C:9]([C:12](=[S:34])[NH2:14])=[CH:8]2. The catalyst class is: 7. (4) Reactant: [Cl-].O[NH3+:3].[C:4](=[O:7])([O-])[OH:5].[Na+].CS(C)=O.[C:13]([C:16]1[CH:56]=[CH:55][C:19]([O:20][C@@H:21]2[CH2:26][CH2:25][C@H:24]([N:27]3[C:32](=[O:33])[C:31]([CH2:34][C:35]4[CH:40]=[CH:39][C:38]([C:41]5[C:42]([C:47]#[N:48])=[CH:43][CH:44]=[CH:45][CH:46]=5)=[CH:37][CH:36]=4)=[C:30]([CH2:49][CH2:50][CH3:51])[N:29]4[N:52]=[CH:53][N:54]=[C:28]34)[CH2:23][CH2:22]2)=[CH:18][CH:17]=1)(=[O:15])[CH3:14]. Product: [C:13]([C:16]1[CH:17]=[CH:18][C:19]([O:20][C@@H:21]2[CH2:26][CH2:25][C@H:24]([N:27]3[C:32](=[O:33])[C:31]([CH2:34][C:35]4[CH:40]=[CH:39][C:38]([C:41]5[CH:46]=[CH:45][CH:44]=[CH:43][C:42]=5[C:47]5[NH:3][C:4](=[O:7])[O:5][N:48]=5)=[CH:37][CH:36]=4)=[C:30]([CH2:49][CH2:50][CH3:51])[N:29]4[N:52]=[CH:53][N:54]=[C:28]34)[CH2:23][CH2:22]2)=[CH:55][CH:56]=1)(=[O:15])[CH3:14]. The catalyst class is: 69.